This data is from Full USPTO retrosynthesis dataset with 1.9M reactions from patents (1976-2016). The task is: Predict the reactants needed to synthesize the given product. (1) Given the product [F:38][C:35]1[CH:34]=[CH:33][C:32]([CH2:31][O:30][C:17]2[CH:16]=[C:15]([CH:20]=[C:19]([C:21]#[C:22][CH2:23][N:24]3[CH2:25][CH2:26][O:27][CH2:28][CH2:29]3)[CH:18]=2)[CH2:14][S:13][C:10]2[CH:11]=[CH:12][C:7]([O:6][CH2:5][C:4]([OH:40])=[O:3])=[C:8]([CH3:39])[CH:9]=2)=[CH:37][CH:36]=1, predict the reactants needed to synthesize it. The reactants are: C([O:3][C:4](=[O:40])[CH2:5][O:6][C:7]1[CH:12]=[CH:11][C:10]([S:13][CH2:14][C:15]2[CH:20]=[C:19]([C:21]#[C:22][CH2:23][N:24]3[CH2:29][CH2:28][O:27][CH2:26][CH2:25]3)[CH:18]=[C:17]([O:30][CH2:31][C:32]3[CH:37]=[CH:36][C:35]([F:38])=[CH:34][CH:33]=3)[CH:16]=2)=[CH:9][C:8]=1[CH3:39])C.[OH-].[Na+].Cl. (2) Given the product [NH2:7][C:8]1[N:13]2[N:14]=[CH:15][C:16]([C:17]3[CH:18]=[N:19][C:20]4[C:25]([CH:26]=3)=[CH:24][CH:23]=[CH:22][CH:21]=4)=[C:12]2[N:11]=[C:10]([O:27][C:28]2[CH:29]=[CH:30][C:31]([CH2:34][C:35]([O:37][CH3:38])=[O:36])=[CH:32][CH:33]=2)[C:9]=1[Br:39], predict the reactants needed to synthesize it. The reactants are: C[Si](C)(C)CCOC[N:7](COCC[Si](C)(C)C)[C:8]1[N:13]2[N:14]=[CH:15][C:16]([C:17]3[CH:18]=[N:19][C:20]4[C:25]([CH:26]=3)=[CH:24][CH:23]=[CH:22][CH:21]=4)=[C:12]2[N:11]=[C:10]([O:27][C:28]2[CH:33]=[CH:32][C:31]([CH2:34][C:35]([O:37][CH3:38])=[O:36])=[CH:30][CH:29]=2)[C:9]=1[Br:39].C(O)(C(F)(F)F)=O.O. (3) Given the product [CH3:1][O:2][C:3]1[C:8]2[O:9][C:10]([C:12]3[O:21][C:16]([C:17]([F:18])([F:19])[F:20])=[N:15][N:14]=3)=[CH:11][C:7]=2[CH:6]=[CH:5][CH:4]=1, predict the reactants needed to synthesize it. The reactants are: [CH3:1][O:2][C:3]1[C:8]2[O:9][C:10]([C:12]([NH:14][NH:15][C:16](=[O:21])[C:17]([F:20])([F:19])[F:18])=O)=[CH:11][C:7]=2[CH:6]=[CH:5][CH:4]=1.S(Cl)(Cl)=O.CN(C=O)C. (4) Given the product [CH3:1][CH:2]([O:5][C:6]([NH:8][C@@H:9]([C:19]1[CH:20]=[CH:21][C:22]([O:25][CH3:26])=[CH:23][CH:24]=1)[C:10]([NH:12][C@@H:13]([CH3:18])[C:14]([O:16][CH3:17])=[O:15])=[O:11])=[O:7])[CH2:3][CH3:4], predict the reactants needed to synthesize it. The reactants are: [CH3:1][CH:2]([O:5][C:6]([NH:8][C@@H:9]([C:19]1[CH:24]=[CH:23][C:22]([OH:25])=[CH:21][CH:20]=1)[C:10]([NH:12][C@@H:13]([CH3:18])[C:14]([O:16][CH3:17])=[O:15])=[O:11])=[O:7])[CH2:3][CH3:4].[C:26]([O-])([O-])=O.[K+].[K+].IC. (5) The reactants are: [CH3:1][N:2]([CH3:47])[CH2:3][CH2:4][NH:5][C:6]([C@:8]12[CH2:43][CH2:42][C@@H:41]([CH:44]([CH3:46])[CH3:45])[C@@H:9]1[C@@H:10]1[C@@:23]([CH3:26])([CH2:24][CH2:25]2)[C@@:22]2([CH3:27])[C@@H:13]([C@:14]3([CH3:40])[C@@H:19]([CH2:20][CH2:21]2)[C:18]([CH3:29])([CH3:28])[C:17]([C:30]2[CH:39]=[CH:38][C:33]([C:34]([O:36]C)=[O:35])=[CH:32][CH:31]=2)=[CH:16][CH2:15]3)[CH2:12][CH2:11]1)=[O:7].[OH-].[Na+]. Given the product [CH3:47][N:2]([CH3:1])[CH2:3][CH2:4][NH:5][C:6]([C@:8]12[CH2:43][CH2:42][C@@H:41]([CH:44]([CH3:45])[CH3:46])[C@@H:9]1[C@@H:10]1[C@@:23]([CH3:26])([CH2:24][CH2:25]2)[C@@:22]2([CH3:27])[C@@H:13]([C@:14]3([CH3:40])[C@@H:19]([CH2:20][CH2:21]2)[C:18]([CH3:29])([CH3:28])[C:17]([C:30]2[CH:31]=[CH:32][C:33]([C:34]([OH:36])=[O:35])=[CH:38][CH:39]=2)=[CH:16][CH2:15]3)[CH2:12][CH2:11]1)=[O:7], predict the reactants needed to synthesize it. (6) Given the product [CH3:12][N:13]([CH3:14])[C:7](=[O:9])[CH2:6][CH2:5][CH2:4][N+:1]([O-:3])=[O:2], predict the reactants needed to synthesize it. The reactants are: [N+:1]([CH2:4][CH2:5][CH2:6][C:7]([O:9]C)=O)([O-:3])=[O:2].O.[CH3:12][NH:13][CH3:14].